From a dataset of Reaction yield outcomes from USPTO patents with 853,638 reactions. Predict the reaction yield, written as a fraction of the theoretical maximum amount of product (1.0 means a 100% yield; for example, 0.34 means a 34% yield). The reactants are [C:1]([NH:5][S:6]([C:9]1[CH:14]=[CH:13][CH:12]=[C:11]([C:15]2[N:23]3[C:18]([CH:19]=[N:20][C:21](S(C)=O)=[N:22]3)=[CH:17][CH:16]=2)[CH:10]=1)(=[O:8])=[O:7])([CH3:4])([CH3:3])[CH3:2].[CH3:27][N:28]1[C:33]2[CH:34]=[C:35]([NH2:38])[CH:36]=[CH:37][C:32]=2[O:31][CH2:30][CH2:29]1. No catalyst specified. The product is [C:1]([NH:5][S:6]([C:9]1[CH:14]=[CH:13][CH:12]=[C:11]([C:15]2[N:23]3[C:18]([CH:19]=[N:20][C:21]([NH:38][C:35]4[CH:36]=[CH:37][C:32]5[O:31][CH2:30][CH2:29][N:28]([CH3:27])[C:33]=5[CH:34]=4)=[N:22]3)=[CH:17][CH:16]=2)[CH:10]=1)(=[O:8])=[O:7])([CH3:4])([CH3:3])[CH3:2]. The yield is 0.330.